From a dataset of Reaction yield outcomes from USPTO patents with 853,638 reactions. Predict the reaction yield, written as a fraction of the theoretical maximum amount of product (1.0 means a 100% yield; for example, 0.34 means a 34% yield). The yield is 0.790. The product is [Br:27][C:24]1[CH:25]=[CH:26][C:21]([NH:20][C:19]2[C:5]([CH2:3][OH:2])=[CH:6][C:7]3[N:11]([CH2:12][CH2:13][S:14]([CH3:17])(=[O:16])=[O:15])[CH:10]=[N:9][C:8]=3[C:18]=2[F:29])=[C:22]([Cl:28])[CH:23]=1. The catalyst is CCO.C1COCC1. The reactants are C[O:2][C:3]([C:5]1[C:19]([NH:20][C:21]2[CH:26]=[CH:25][C:24]([Br:27])=[CH:23][C:22]=2[Cl:28])=[C:18]([F:29])[C:8]2[N:9]=[CH:10][N:11]([CH2:12][CH2:13][S:14]([CH3:17])(=[O:16])=[O:15])[C:7]=2[CH:6]=1)=O.[BH4-].[Na+].